This data is from Peptide-MHC class I binding affinity with 185,985 pairs from IEDB/IMGT. The task is: Regression. Given a peptide amino acid sequence and an MHC pseudo amino acid sequence, predict their binding affinity value. This is MHC class I binding data. The peptide sequence is KSRCASPST. The MHC is HLA-A02:06 with pseudo-sequence HLA-A02:06. The binding affinity (normalized) is 0.0847.